From a dataset of Forward reaction prediction with 1.9M reactions from USPTO patents (1976-2016). Predict the product of the given reaction. (1) Given the reactants [Cl:1][C:2]1[CH:3]=[CH:4][C:5]([O:40][CH3:41])=[C:6]([CH:39]=1)/[CH:7]=[C:8]1\[CH2:9][NH:10][C:11](=[O:38])[C@@H:12]([CH2:26][CH2:27][C:28]([O:30]CC2C=CC=CC=2)=[O:29])[N:13]([S:16]([C:19]2[CH:24]=[CH:23][C:22]([Cl:25])=[CH:21][CH:20]=2)(=[O:18])=[O:17])[C:14]\1=[O:15], predict the reaction product. The product is: [Cl:1][C:2]1[CH:3]=[CH:4][C:5]([O:40][CH3:41])=[C:6]([CH:39]=1)[CH2:7][C@@H:8]1[C:14](=[O:15])[N:13]([S:16]([C:19]2[CH:20]=[CH:21][C:22]([Cl:25])=[CH:23][CH:24]=2)(=[O:18])=[O:17])[C@H:12]([CH2:26][CH2:27][C:28]([OH:30])=[O:29])[C:11](=[O:38])[NH:10][CH2:9]1. (2) Given the reactants [CH3:1][C:2]([CH3:30])([CH3:29])[CH2:3][CH2:4][N:5]1[C:10](=[O:11])[C:9]([C:12]2[NH:17][C:16]3[CH:18]=[CH:19][C:20](I)=[CH:21][C:15]=3[S:14](=[O:24])(=[O:23])[N:13]=2)=[C:8]([OH:25])[C:7]2=[CH:26][CH:27]=[CH:28][N:6]12.[O-]P(OP(OP([O-])([O-])=O)([O-])=O)(=O)[O-].[K+].[K+].[K+].[K+].[K+].N(CC(O)=O)C.[CH3:55][S:56]([NH2:59])(=[O:58])=[O:57], predict the reaction product. The product is: [CH3:1][C:2]([CH3:30])([CH3:29])[CH2:3][CH2:4][N:5]1[C:10](=[O:11])[C:9]([C:12]2[NH:17][C:16]3[CH:18]=[CH:19][C:20]([NH:59][S:56]([CH3:55])(=[O:58])=[O:57])=[CH:21][C:15]=3[S:14](=[O:24])(=[O:23])[N:13]=2)=[C:8]([OH:25])[C:7]2=[CH:26][CH:27]=[CH:28][N:6]12. (3) Given the reactants [CH2:1]([N:3]([CH2:15][CH3:16])[C:4]1[CH:9]=[CH:8][C:7]([N+:10]([O-])=O)=[C:6](OC)[CH:5]=1)[CH3:2].Cl.[CH3:18][OH:19], predict the reaction product. The product is: [CH2:15]([N:3]([CH2:1][CH3:2])[C:4]1[CH:5]=[CH:6][C:7]([NH2:10])=[CH:8][C:9]=1[O:19][CH3:18])[CH3:16]. (4) Given the reactants [CH3:1][C:2]([NH2:5])([CH3:4])[CH3:3].CCN(CC)CC.[Br:13][C:14]1[CH:15]=[CH:16][C:17]([CH3:24])=[C:18]([S:20](Cl)(=[O:22])=[O:21])[CH:19]=1, predict the reaction product. The product is: [Br:13][C:14]1[CH:15]=[CH:16][C:17]([CH3:24])=[C:18]([S:20]([NH:5][C:2]([CH3:4])([CH3:3])[CH3:1])(=[O:22])=[O:21])[CH:19]=1. (5) Given the reactants [CH:1]1([C:4]2[CH:9]=[CH:8][C:7]([N+:10]([O-])=O)=[CH:6][CH:5]=2)[CH2:3][CH2:2]1.C1(C2C=CC=CC=2[N+]([O-])=O)CC1, predict the reaction product. The product is: [CH:1]1([C:4]2[CH:9]=[CH:8][C:7]([NH2:10])=[CH:6][CH:5]=2)[CH2:3][CH2:2]1. (6) Given the reactants [O:1]1[C:5]2[CH:6]=[CH:7][CH:8]=[CH:9][C:4]=2[CH:3]=[C:2]1[CH:10]=O.[CH3:12][N:13]1[CH2:17][CH2:16][CH2:15][CH:14]1[CH2:18][CH2:19][NH2:20].[Na], predict the reaction product. The product is: [O:1]1[C:5]2[CH:6]=[CH:7][CH:8]=[CH:9][C:4]=2[CH:3]=[C:2]1[CH2:10][NH:20][CH2:19][CH2:18][CH:14]1[CH2:15][CH2:16][CH2:17][N:13]1[CH3:12]. (7) Given the reactants [C:1]([NH:6][NH2:7])(=[O:5])[CH:2]([CH3:4])[CH3:3].[CH2:8]([O:15][C:16]([N:18]1[CH2:22][CH2:21][CH:20]([C:23](O)=[O:24])[CH2:19]1)=[O:17])[C:9]1[CH:14]=[CH:13][CH:12]=[CH:11][CH:10]=1.CCN=C=NCCCN(C)C.Cl.C1C=CC2N(O)N=NC=2C=1.O.C(N(CC)CC)C, predict the reaction product. The product is: [C:1]([NH:6][NH:7][C:23]([CH:20]1[CH2:21][CH2:22][N:18]([C:16]([O:15][CH2:8][C:9]2[CH:14]=[CH:13][CH:12]=[CH:11][CH:10]=2)=[O:17])[CH2:19]1)=[O:24])(=[O:5])[CH:2]([CH3:4])[CH3:3].